Dataset: Full USPTO retrosynthesis dataset with 1.9M reactions from patents (1976-2016). Task: Predict the reactants needed to synthesize the given product. (1) Given the product [C:7](#[N:8])[CH3:6].[CH3:2][C@H:3]1[N:8]([CH2:9][C:10]([F:11])([F:12])[F:13])[C:7](=[O:14])[C@@H:6]([NH:15][C:16]([C:18]2[CH:19]=[C:20]3[CH2:35][C@@:25]4([C:33]5[C:28](=[N:29][CH:30]=[CH:31][CH:32]=5)[NH:27][C:26]4=[O:34])[CH2:24][C:21]3=[N:22][CH:23]=2)=[O:17])[CH2:5][C@H:4]1[C:36]1[C:41]([F:42])=[CH:40][CH:39]=[C:38]([F:43])[C:37]=1[F:44], predict the reactants needed to synthesize it. The reactants are: O.[CH3:2][C@H:3]1[N:8]([CH2:9][C:10]([F:13])([F:12])[F:11])[C:7](=[O:14])[C@@H:6]([NH:15][C:16]([C:18]2[CH:19]=[C:20]3[CH2:35][C@@:25]4([C:33]5[C:28](=[N:29][CH:30]=[CH:31][CH:32]=5)[NH:27][C:26]4=[O:34])[CH2:24][C:21]3=[N:22][CH:23]=2)=[O:17])[CH2:5][C@H:4]1[C:36]1[C:41]([F:42])=[CH:40][CH:39]=[C:38]([F:43])[C:37]=1[F:44]. (2) Given the product [CH2:1]([S:3]([C:6]1[CH:7]=[C:8]([C:12]2[CH:20]=[C:19]([CH2:21][N:32]3[CH2:33][CH2:34][N:29]([CH3:28])[CH2:30][CH2:31]3)[CH:18]=[C:17]3[C:13]=2[C:14]2[CH:26]=[C:25]([CH3:27])[CH:24]=[N:23][C:15]=2[NH:16]3)[CH:9]=[CH:10][CH:11]=1)(=[O:5])=[O:4])[CH3:2], predict the reactants needed to synthesize it. The reactants are: [CH2:1]([S:3]([C:6]1[CH:7]=[C:8]([C:12]2[CH:20]=[C:19]([CH2:21]O)[CH:18]=[C:17]3[C:13]=2[C:14]2[CH:26]=[C:25]([CH3:27])[CH:24]=[N:23][C:15]=2[NH:16]3)[CH:9]=[CH:10][CH:11]=1)(=[O:5])=[O:4])[CH3:2].[CH3:28][N:29]1[CH2:34][CH2:33][NH:32][CH2:31][CH2:30]1.C(S(C1C=C(C2C=C(CN(C)C)C=C3C=2C2C=C(C)C=NC=2N3)C=CC=1)(=O)=O)C. (3) Given the product [CH:36]1([C:6]([N:8]2[CH2:13][CH:12]=[C:11]([C:14]3[CH:15]=[CH:16][C:17]([CH:20]([OH:22])[CH3:21])=[CH:18][CH:19]=3)[CH2:10][CH2:9]2)=[O:7])[CH2:38][CH2:37]1, predict the reactants needed to synthesize it. The reactants are: C(O[C:6]([N:8]1[CH2:13][CH:12]=[C:11]([C:14]2[CH:19]=[CH:18][C:17]([C:20](=[O:22])[CH3:21])=[CH:16][CH:15]=2)[CH2:10][CH2:9]1)=[O:7])(C)(C)C.C(O)(C(F)(F)F)=O.CCN([CH:36]([CH3:38])[CH3:37])C(C)C.C1(C(Cl)=O)CC1. (4) Given the product [C:1]([O:5][C:6]([N:8]1[CH2:13][CH2:12][N:11]([CH2:14][C:15]2[N:20]=[C:19]3[N:21]=[C:22]([C:24]4[CH:29]=[CH:28][CH:27]=[C:26]([NH:30][C:37](=[O:38])[C:36]5[CH:40]=[CH:41][CH:42]=[C:34]([N:33]([CH3:32])[CH3:43])[CH:35]=5)[CH:25]=4)[O:23][C:18]3=[CH:17][CH:16]=2)[CH2:10][CH2:9]1)=[O:7])([CH3:4])([CH3:2])[CH3:3], predict the reactants needed to synthesize it. The reactants are: [C:1]([O:5][C:6]([N:8]1[CH2:13][CH2:12][N:11]([CH2:14][C:15]2[N:20]=[C:19]3[N:21]=[C:22]([C:24]4[CH:29]=[CH:28][CH:27]=[C:26]([NH2:30])[CH:25]=4)[O:23][C:18]3=[CH:17][CH:16]=2)[CH2:10][CH2:9]1)=[O:7])([CH3:4])([CH3:3])[CH3:2].Cl.[CH3:32][N:33]([CH3:43])[C:34]1[CH:35]=[C:36]([CH:40]=[CH:41][CH:42]=1)[C:37](Cl)=[O:38]. (5) Given the product [C:20]([C:22]1[N:26]([CH3:27])[C:25]([C:2]2[CH:7]=[CH:6][C:5]([S:8]([NH:11][CH2:12][CH2:13][CH3:14])(=[O:10])=[O:9])=[C:4]([O:15][C:16]([F:19])([F:18])[F:17])[CH:3]=2)=[CH:24][CH:23]=1)#[N:21], predict the reactants needed to synthesize it. The reactants are: Br[C:2]1[CH:7]=[CH:6][C:5]([S:8]([NH:11][CH2:12][CH2:13][CH3:14])(=[O:10])=[O:9])=[C:4]([O:15][C:16]([F:19])([F:18])[F:17])[CH:3]=1.[C:20]([C:22]1[N:26]([CH3:27])[C:25](B(O)O)=[CH:24][CH:23]=1)#[N:21].[F-].[K+].C(P(C(C)(C)C)C(C)(C)C)(C)(C)C.